Dataset: CYP2C19 inhibition data for predicting drug metabolism from PubChem BioAssay. Task: Regression/Classification. Given a drug SMILES string, predict its absorption, distribution, metabolism, or excretion properties. Task type varies by dataset: regression for continuous measurements (e.g., permeability, clearance, half-life) or binary classification for categorical outcomes (e.g., BBB penetration, CYP inhibition). Dataset: cyp2c19_veith. (1) The compound is FC(F)(F)c1cccc(N2CCN(CC3CC4C=CC3C4)CC2)c1. The result is 1 (inhibitor). (2) The drug is O=C(c1ccncc1)N1CCC2(CCCN(C(c3ccccc3)c3ccccc3)C2)CC1. The result is 1 (inhibitor). (3) The drug is CN(C)Cc1ccccc1-c1cc(NCc2cccs2)ncn1. The result is 0 (non-inhibitor).